Predict the reaction yield, written as a fraction of the theoretical maximum amount of product (1.0 means a 100% yield; for example, 0.34 means a 34% yield). From a dataset of Reaction yield outcomes from USPTO patents with 853,638 reactions. (1) The reactants are I[C:2]1[C:10]2[C:5](=[N:6][CH:7]=[C:8]([N+:12]([O-:14])=[O:13])[C:9]=2[CH3:11])[N:4]([CH3:15])[CH:3]=1.CC1(C)C2C(=C(P(C3C=CC=CC=3)C3C=CC=CC=3)C=CC=2)OC2C(P(C3C=CC=CC=3)C3C=CC=CC=3)=CC=CC1=2.[CH3:58][C:59]1([CH3:66])[C:63]([CH3:65])([CH3:64])[O:62][BH:61][O:60]1. The catalyst is CC([O-])=O.CC([O-])=O.[Pd+2].C1(C)C=CC=CC=1. The product is [CH3:15][N:4]1[C:5]2=[N:6][CH:7]=[C:8]([N+:12]([O-:14])=[O:13])[C:9]([CH3:11])=[C:10]2[C:2]([B:61]2[O:62][C:63]([CH3:65])([CH3:64])[C:59]([CH3:66])([CH3:58])[O:60]2)=[CH:3]1. The yield is 0.800. (2) The catalyst is CN(C=O)C.CCOC(C)=O. The yield is 0.820. The product is [N:24]1([CH2:31][CH2:32][CH2:33][N:34]([CH3:35])[C:20]([CH:17]2[CH2:18][CH2:19][N:14]([CH2:13][C:11]3[N:12]=[C:8]([C:5]4[CH:6]=[CH:7][C:2]([Cl:1])=[CH:3][CH:4]=4)[O:9][C:10]=3[CH3:23])[CH2:15][CH2:16]2)=[O:22])[CH2:30][CH2:29][CH2:28][CH2:27][CH2:26][CH2:25]1. The reactants are [Cl:1][C:2]1[CH:7]=[CH:6][C:5]([C:8]2[O:9][C:10]([CH3:23])=[C:11]([CH2:13][N:14]3[CH2:19][CH2:18][CH:17]([C:20]([OH:22])=O)[CH2:16][CH2:15]3)[N:12]=2)=[CH:4][CH:3]=1.[N:24]1([CH2:31][CH2:32][CH2:33][NH:34][CH3:35])[CH2:30][CH2:29][CH2:28][CH2:27][CH2:26][CH2:25]1.CCN(C(C)C)C(C)C.C(Cl)CCl. (3) The reactants are Br[C:2]1[C:7]([CH3:8])=[CH:6][C:5]([Br:9])=[CH:4][N:3]=1.NC1C(C)=CC(Br)=CN=1.C(Cl)(=O)C.[I-:23].[Na+].C. The catalyst is BrBr.Br.C(#N)C.CCCCCC. The product is [Br:9][C:5]1[CH:6]=[C:7]([CH3:8])[C:2]([I:23])=[N:3][CH:4]=1. The yield is 0.700.